Dataset: Catalyst prediction with 721,799 reactions and 888 catalyst types from USPTO. Task: Predict which catalyst facilitates the given reaction. (1) Product: [CH3:33][O:32][C:29]1[CH:30]=[CH:31][C:17]([N:16]2[C:10]3[C:9](=[O:38])[N:8]([C:5]4[CH:6]=[CH:7][CH:2]=[CH:3][CH:4]=4)[CH2:13][CH2:12][C:11]=3[C:14]([C:34]([F:36])([F:35])[F:37])=[N:15]2)=[C:18]([CH:28]=1)[C:19]([NH:21][C:22]1[CH:23]=[N:24][CH:25]=[CH:26][CH:27]=1)=[O:20]. Reactant: I[C:2]1[CH:7]=[CH:6][C:5]([N:8]2[CH2:13][CH2:12][C:11]3[C:14]([C:34]([F:37])([F:36])[F:35])=[N:15][N:16]([C:17]4[CH:31]=[CH:30][C:29]([O:32][CH3:33])=[CH:28][C:18]=4[C:19]([NH:21][C:22]4[CH:23]=[N:24][CH:25]=[CH:26][CH:27]=4)=[O:20])[C:10]=3[C:9]2=[O:38])=[CH:4][CH:3]=1.[H][H]. The catalyst class is: 63. (2) Reactant: [F:1][C:2]1[CH:3]=[C:4]([C:10](=[O:12])[CH3:11])[CH:5]=[C:6]([F:9])[C:7]=1[OH:8].Br[CH2:14][CH2:15][CH2:16][Cl:17].C([O-])([O-])=O.[K+].[K+]. Product: [Cl:17][CH2:16][CH2:15][CH2:14][O:8][C:7]1[C:2]([F:1])=[CH:3][C:4]([C:10](=[O:12])[CH3:11])=[CH:5][C:6]=1[F:9]. The catalyst class is: 21. (3) Reactant: [Br:1][C:2]1[C:10]([F:11])=[CH:9][C:5]([C:6]([NH2:8])=[O:7])=[C:4]([F:12])[C:3]=1[CH3:13].[C:14](Cl)(=[O:18])C(Cl)=O.[CH:20]1([NH2:23])[CH2:22][CH2:21]1. Product: [Br:1][C:2]1[C:10]([F:11])=[CH:9][C:5]([C:6]([NH:8][C:14]([NH:23][CH:20]2[CH2:22][CH2:21]2)=[O:18])=[O:7])=[C:4]([F:12])[C:3]=1[CH3:13]. The catalyst class is: 26. (4) Reactant: [Cl:1][C:2]1[C:3]([C:22]2[C:30]3[C:25](=[CH:26][CH:27]=[CH:28][CH:29]=3)[N:24]([S:31]([C:34]3[CH:39]=[CH:38][CH:37]=[CH:36][CH:35]=3)(=[O:33])=[O:32])[CH:23]=2)=[N:4][C:5]([NH:8][C@@H:9]2[CH2:14][CH2:13][CH2:12][N:11](C(OC(C)(C)C)=O)[CH2:10]2)=[N:6][CH:7]=1. Product: [Cl:1][C:2]1[C:3]([C:22]2[C:30]3[C:25](=[CH:26][CH:27]=[CH:28][CH:29]=3)[N:24]([S:31]([C:34]3[CH:39]=[CH:38][CH:37]=[CH:36][CH:35]=3)(=[O:33])=[O:32])[CH:23]=2)=[N:4][C:5]([NH:8][C@@H:9]2[CH2:14][CH2:13][CH2:12][NH:11][CH2:10]2)=[N:6][CH:7]=1. The catalyst class is: 281. (5) Reactant: [CH:1]([C:4]1[CH:9]=[CH:8][C:7]([CH:10]2[C:14]3[C:15]([CH3:21])=[C:16]([NH2:20])[C:17]([CH3:19])=[CH:18][C:13]=3[O:12][CH2:11]2)=[CH:6][CH:5]=1)([CH3:3])[CH3:2]. Product: [CH:1]([C:4]1[CH:5]=[CH:6][C:7]([C@@H:10]2[C:14]3[C:15]([CH3:21])=[C:16]([NH2:20])[C:17]([CH3:19])=[CH:18][C:13]=3[O:12][CH2:11]2)=[CH:8][CH:9]=1)([CH3:3])[CH3:2]. The catalyst class is: 8. (6) Reactant: [N+:1]([C:4]1[CH:11]=[CH:10][C:7]([CH:8]=O)=[CH:6][CH:5]=1)([O-:3])=[O:2].[NH2:12][CH2:13][CH2:14][CH2:15][CH2:16][C:17]([OH:19])=O.C([BH3-])#N.[Na+].Cl. Product: [O:19]=[C:17]1[CH2:16][CH2:15][CH2:14][CH2:13][N:12]1[CH2:8][C:7]1[CH:10]=[CH:11][C:4]([N+:1]([O-:3])=[O:2])=[CH:5][CH:6]=1. The catalyst class is: 24. (7) Reactant: Br[C:2]1[CH:3]=[C:4]([C:8](=[O:10])[CH3:9])[CH:5]=[N:6][CH:7]=1.B1(B2OC(C)(C)C(C)(C)O2)OC(C)(C)C(C)(C)O1.C([O-])(=O)C.[K+].[C:34]([O:38][C:39]([N:41]1[C:50]2[C:45](=[CH:46][C:47](Br)=[CH:48][N:49]=2)[CH2:44][CH2:43][CH2:42]1)=[O:40])([CH3:37])([CH3:36])[CH3:35].C(=O)([O-])[O-].[Na+].[Na+]. Product: [C:34]([O:38][C:39]([N:41]1[C:50]2[C:45](=[CH:46][C:47]([C:2]3[CH:7]=[N:6][CH:5]=[C:4]([C:8](=[O:10])[CH3:9])[CH:3]=3)=[CH:48][N:49]=2)[CH2:44][CH2:43][CH2:42]1)=[O:40])([CH3:37])([CH3:35])[CH3:36]. The catalyst class is: 75. (8) Reactant: Cl.FC1C=C(C=CC=1)CN1C=C(C2C3C(=NC=C(C4C=CC(C5CCNCC5)=CC=4)C=3)N(S(C3C=CC(C)=CC=3)(=O)=O)C=2)C=N1.[F:46][C:47]1[CH:48]=[C:49]([CH:91]=[CH:92][CH:93]=1)[CH2:50][N:51]1[CH:55]=[C:54]([C:56]2[C:64]3[C:59](=[N:60][CH:61]=[C:62]([C:65]4[CH:66]=[CH:67][C:68]([N:71]5[CH2:76][CH2:75][N:74]([CH2:77][C:78]([NH2:80])=[O:79])[CH2:73][CH2:72]5)=[N:69][CH:70]=4)[CH:63]=3)[N:58](S(C3C=CC(C)=CC=3)(=O)=O)[CH:57]=2)[CH:53]=[N:52]1.[OH-].[Li+]. The catalyst class is: 87. Product: [F:46][C:47]1[CH:48]=[C:49]([CH:91]=[CH:92][CH:93]=1)[CH2:50][N:51]1[CH:55]=[C:54]([C:56]2[C:64]3[C:59](=[N:60][CH:61]=[C:62]([C:65]4[CH:66]=[CH:67][C:68]([N:71]5[CH2:72][CH2:73][N:74]([CH2:77][C:78]([NH2:80])=[O:79])[CH2:75][CH2:76]5)=[N:69][CH:70]=4)[CH:63]=3)[NH:58][CH:57]=2)[CH:53]=[N:52]1.